Dataset: Catalyst prediction with 721,799 reactions and 888 catalyst types from USPTO. Task: Predict which catalyst facilitates the given reaction. (1) The catalyst class is: 4. Product: [CH3:12][N:13]1[CH:18]=[CH:17][C:16](=[O:19])[N:15]=[C:14]1[S:20][CH2:21][CH2:22][CH2:23][CH2:24][CH2:25][CH2:26][CH2:27][C:28]([C:30]1[CH:31]=[CH:32][C:33]([Cl:36])=[CH:34][CH:35]=1)=[O:29].[CH3:12][N:13]1[CH:18]=[C:17]([Br:10])[C:16](=[O:19])[N:15]=[C:14]1[S:20][CH2:21][CH2:22][CH2:23][CH2:24][CH2:25][CH2:26][CH2:27][C:28]([C:30]1[CH:31]=[CH:32][C:33]([Cl:36])=[CH:34][CH:35]=1)=[O:29]. Reactant: CN1C=CC(=O)NC1=S.[Br:10]Br.[CH3:12][N:13]1[CH:18]=[CH:17][C:16](=[O:19])[N:15]=[C:14]1[S:20][CH2:21][CH2:22][CH2:23][CH2:24][CH2:25][CH2:26][CH2:27][C:28]([C:30]1[CH:35]=[CH:34][C:33]([Cl:36])=[CH:32][CH:31]=1)=[O:29]. (2) Reactant: [Cl:1][C:2]1[CH:7]=[CH:6][C:5]([C:8]2[N:13]=[C:12]([C:14]([O:16][CH3:17])=[O:15])[C:11]3[C:18]([CH3:21])=[CH:19][NH:20][C:10]=3[CH:9]=2)=[C:4]([F:22])[C:3]=1[O:23][CH3:24].[CH2:25](O)C.C(OCC)(=O)C.O. Product: [Cl:1][C:2]1[CH:7]=[CH:6][C:5]([C:8]2[N:13]=[C:12]([C:14]([O:16][CH2:17][CH3:25])=[O:15])[C:11]3[C:18]([CH3:21])=[CH:19][NH:20][C:10]=3[CH:9]=2)=[C:4]([F:22])[C:3]=1[O:23][CH3:24]. The catalyst class is: 11. (3) Reactant: C([O:4][CH:5]1[CH:10]=[CH:9][CH2:8][N:7]([C:11](=[O:24])[C@@H:12]([CH:21]([CH3:23])[CH3:22])[NH:13][C:14]([O:16][C:17]([CH3:20])([CH3:19])[CH3:18])=[O:15])[CH2:6]1)(=O)C.[OH-].[Na+].C(O)(=O)C.C(Cl)(Cl)Cl. Product: [C:14]([NH:13][C@@H:12]([C:11]([N:7]1[CH2:8][CH:9]=[CH:10][CH:5]([OH:4])[CH2:6]1)=[O:24])[CH:21]([CH3:23])[CH3:22])([O:16][C:17]([CH3:18])([CH3:19])[CH3:20])=[O:15]. The catalyst class is: 14. (4) Reactant: C(OC([N:8]1[CH2:12][C@H:11]([NH:13][C:14]2[CH:19]=[CH:18][C:17]([C:20]3[O:24][N:23]=[C:22]([C:25]4[CH:30]=[CH:29][C:28]([O:31][CH:32]([CH3:34])[CH3:33])=[C:27]([Cl:35])[CH:26]=4)[N:21]=3)=[CH:16][CH:15]=2)[CH2:10][C@@H:9]1[C:36]([OH:38])=[O:37])=O)(C)(C)C.FC(F)(F)C(O)=O. Product: [Cl:35][C:27]1[CH:26]=[C:25]([C:22]2[N:21]=[C:20]([C:17]3[CH:16]=[CH:15][C:14]([NH:13][C@H:11]4[CH2:12][NH:8][C@@H:9]([C:36]([OH:38])=[O:37])[CH2:10]4)=[CH:19][CH:18]=3)[O:24][N:23]=2)[CH:30]=[CH:29][C:28]=1[O:31][CH:32]([CH3:33])[CH3:34]. The catalyst class is: 4. (5) Reactant: [CH2:1]([C:3]1[C:4]([C:13]2[O:14][CH:15]=[CH:16][CH:17]=2)=[N:5][C:6]([NH2:12])=[N:7][C:8]=1[S:9]([CH3:11])=O)[CH3:2].[N:18]1[CH:23]=[CH:22][CH:21]=[CH:20][C:19]=1[CH2:24]CS.C1CCN2C(=NCCC2)CC1. Product: [CH2:1]([C:3]1[C:4]([C:13]2[O:14][CH:15]=[CH:16][CH:17]=2)=[N:5][C:6]([NH2:12])=[N:7][C:8]=1[S:9][CH2:11][CH2:24][C:19]1[CH:20]=[CH:21][CH:22]=[CH:23][N:18]=1)[CH3:2]. The catalyst class is: 57.